Dataset: Full USPTO retrosynthesis dataset with 1.9M reactions from patents (1976-2016). Task: Predict the reactants needed to synthesize the given product. (1) Given the product [CH3:1][S:2]([CH2:5][C:6]1[N:11]=[CH:10][C:9]([O:12][C:13]2[CH:14]=[C:15]3[C:19](=[C:20]([O:22][CH:23]4[CH2:24][CH2:25][O:26][CH2:27][CH2:28]4)[CH:21]=2)[NH:18][C:17]([C:29]([NH2:34])=[O:31])=[CH:16]3)=[CH:8][CH:7]=1)(=[O:4])=[O:3], predict the reactants needed to synthesize it. The reactants are: [CH3:1][S:2]([CH2:5][C:6]1[N:11]=[CH:10][C:9]([O:12][C:13]2[CH:14]=[C:15]3[C:19](=[C:20]([O:22][CH:23]4[CH2:28][CH2:27][O:26][CH2:25][CH2:24]4)[CH:21]=2)[NH:18][C:17]([C:29]([OH:31])=O)=[CH:16]3)=[CH:8][CH:7]=1)(=[O:4])=[O:3].O.O[N:34]1C2C=CC=CC=2N=N1.Cl.C(N=C=NCCCN(C)C)C.N. (2) The reactants are: [F:1][C:2]1[CH:7]=[CH:6][C:5]([N:8]2[C:11](=[O:12])[C@H:10]([S:13][CH2:14][C:15]([C:17]3[CH:22]=[CH:21][C:20]([F:23])=[CH:19][CH:18]=3)=[O:16])[C@H:9]2[C:24]2[CH:39]=[CH:38][C:27]([O:28][CH2:29][C:30]([NH:32][C@H:33]([C:35]([OH:37])=O)[CH3:34])=[O:31])=[CH:26][CH:25]=2)=[CH:4][CH:3]=1.Cl.C([O:45][C:46](=[O:52])[C@@H:47]([CH:49]([CH3:51])[CH3:50])[NH2:48])(C)(C)C.CN1CCOCC1.CN(C(ON1N=NC2C=CC=CC1=2)=[N+](C)C)C.[B-](F)(F)(F)F.C(O)(C(F)(F)F)=O. Given the product [F:1][C:2]1[CH:3]=[CH:4][C:5]([N:8]2[C:11](=[O:12])[C@H:10]([S:13][CH2:14][CH:15]([C:17]3[CH:18]=[CH:19][C:20]([F:23])=[CH:21][CH:22]=3)[OH:16])[C@H:9]2[C:24]2[CH:25]=[CH:26][C:27]([O:28][CH2:29][C:30]([NH:32][C@H:33]([C:35]([NH:48][C@@H:47]([C:46]([OH:52])=[O:45])[CH:49]([CH3:51])[CH3:50])=[O:37])[CH3:34])=[O:31])=[CH:38][CH:39]=2)=[CH:6][CH:7]=1, predict the reactants needed to synthesize it. (3) Given the product [CH2:1]([O:3][C:4](=[O:15])[CH:5]([O:14][S:24]([CH3:27])(=[O:25])=[O:23])[CH2:6][CH2:7][C:8]1[CH:13]=[CH:12][CH:11]=[CH:10][CH:9]=1)[CH3:2], predict the reactants needed to synthesize it. The reactants are: [CH2:1]([O:3][C:4](=[O:15])[CH:5]([OH:14])[CH2:6][CH2:7][C:8]1[CH:13]=[CH:12][CH:11]=[CH:10][CH:9]=1)[CH3:2].C(N(CC)CC)C.[O:23](S(C)(=O)=O)[S:24]([CH3:27])(=O)=[O:25]. (4) The reactants are: [OH:1][C:2]1[CH:18]=[CH:17][CH:16]=[CH:15][C:3]=1[CH2:4][C:5]1[CH:14]=[CH:13][C:8]([C:9]([O:11][CH3:12])=[O:10])=[CH:7][CH:6]=1.C(O[C@@H:23]1[O:40][C@H:39]([CH2:41][O:42][C:43](=[O:45])[CH3:44])[C@@H:34]([O:35][C:36](=[O:38])[CH3:37])[C@H:29]([O:30][C:31](=[O:33])[CH3:32])[C@H:24]1[O:25][C:26](=[O:28])[CH3:27])(=O)C. Given the product [C:26]([O:25][C@@H:24]1[C@@H:29]([O:30][C:31](=[O:33])[CH3:32])[C@H:34]([O:35][C:36](=[O:38])[CH3:37])[C@@H:39]([CH2:41][O:42][C:43](=[O:45])[CH3:44])[O:40][C@H:23]1[O:1][C:2]1[CH:18]=[CH:17][CH:16]=[CH:15][C:3]=1[CH2:4][C:5]1[CH:14]=[CH:13][C:8]([C:9]([O:11][CH3:12])=[O:10])=[CH:7][CH:6]=1)(=[O:28])[CH3:27], predict the reactants needed to synthesize it.